Dataset: Forward reaction prediction with 1.9M reactions from USPTO patents (1976-2016). Task: Predict the product of the given reaction. (1) Given the reactants [ClH:1].Cl.NCCN1C2C(NC3C=CC(OC4C=CC=C(OC(F)(F)C(F)F)C=4)=C(C)C=3)=NC=NC=2C=C1.CS(CC(O)=O)(=O)=O.ON1C2C=CC=CC=2N=N1.Cl.C(N=C=NCCCN(C)C)C.[CH3:67][S:68]([CH2:71][C:72]([NH:74][CH2:75][CH2:76][N:77]1[C:85]2[C:84]([NH:86][C:87]3[CH:92]=[CH:91][C:90]([O:93][C:94]4[CH:99]=[CH:98][CH:97]=[C:96]([O:100][C:101]([F:106])([F:105])[CH:102]([F:104])[F:103])[CH:95]=4)=[C:89]([CH3:107])[CH:88]=3)=[N:83][CH:82]=[N:81][C:80]=2[CH:79]=[CH:78]1)=[O:73])(=[O:70])=[O:69].Cl.C(OCC)(=O)C, predict the reaction product. The product is: [ClH:1].[CH3:67][S:68]([CH2:71][C:72]([NH:74][CH2:75][CH2:76][N:77]1[C:85]2[C:84]([NH:86][C:87]3[CH:92]=[CH:91][C:90]([O:93][C:94]4[CH:99]=[CH:98][CH:97]=[C:96]([O:100][C:101]([F:105])([F:106])[CH:102]([F:104])[F:103])[CH:95]=4)=[C:89]([CH3:107])[CH:88]=3)=[N:83][CH:82]=[N:81][C:80]=2[CH:79]=[CH:78]1)=[O:73])(=[O:69])=[O:70]. (2) Given the reactants C(N(CC)CC)C.[N+:8]([C:11]1[N:12]=[C:13]2[N:18]([CH:19]=1)[CH2:17][CH2:16][C@H:15]([CH2:20][O:21][C:22]1[CH:27]=[CH:26][C:25]([N:28]3[CH2:33][CH2:32][NH:31][CH2:30][CH2:29]3)=[CH:24][CH:23]=1)[O:14]2)([O-:10])=[O:9].[CH3:34][S:35](Cl)(=[O:37])=[O:36].Cl, predict the reaction product. The product is: [CH3:34][S:35]([N:31]1[CH2:32][CH2:33][N:28]([C:25]2[CH:26]=[CH:27][C:22]([O:21][CH2:20][C@@H:15]3[O:14][C:13]4=[N:12][C:11]([N+:8]([O-:10])=[O:9])=[CH:19][N:18]4[CH2:17][CH2:16]3)=[CH:23][CH:24]=2)[CH2:29][CH2:30]1)(=[O:37])=[O:36]. (3) Given the reactants [CH:1]1([C:4]2[N:5]=[C:6]3[CH:11]=[CH:10][C:9]([N+:12]([O-])=O)=[CH:8][N:7]3[C:15]=2[CH3:16])[CH2:3][CH2:2]1.[CH3:17][O:18][C:19]1[CH:20]=[CH:21][C:22]([C:25]2[CH:30]=[CH:29][C:28]([C:31](O)=[O:32])=[CH:27][CH:26]=2)=[N:23][CH:24]=1, predict the reaction product. The product is: [CH:1]1([C:4]2[N:5]=[C:6]3[CH:11]=[CH:10][C:9]([NH:12][C:31](=[O:32])[C:28]4[CH:27]=[CH:26][C:25]([C:22]5[CH:21]=[CH:20][C:19]([O:18][CH3:17])=[CH:24][N:23]=5)=[CH:30][CH:29]=4)=[CH:8][N:7]3[C:15]=2[CH3:16])[CH2:3][CH2:2]1. (4) Given the reactants C(OC(=O)[NH:7][CH:8]1[CH2:13][CH2:12][N:11]([C:14]2[N:15]([CH2:30][CH2:31][CH2:32][O:33]C)[C:16](=[O:29])[CH:17]=[C:18]([C:20]3[CH:25]=[CH:24][C:23]([C:26]#[N:27])=[C:22]([F:28])[CH:21]=3)[N:19]=2)[CH2:10][CH2:9]1)(C)(C)C.B(Br)(Br)Br, predict the reaction product. The product is: [NH2:7][CH:8]1[CH2:9][CH2:10][N:11]([C:14]2[N:15]([CH2:30][CH2:31][CH2:32][OH:33])[C:16](=[O:29])[CH:17]=[C:18]([C:20]3[CH:25]=[CH:24][C:23]([C:26]#[N:27])=[C:22]([F:28])[CH:21]=3)[N:19]=2)[CH2:12][CH2:13]1.